Task: Predict the product of the given reaction.. Dataset: Forward reaction prediction with 1.9M reactions from USPTO patents (1976-2016) (1) Given the reactants [CH2:1]([O:8][C:9]1[CH:10]=[C:11]2[C:15](=[CH:16][CH:17]=1)[NH:14][CH:13]=[CH:12]2)[C:2]1[CH:7]=[CH:6][CH:5]=[CH:4][CH:3]=1.Br[CH2:19][CH2:20][C:21]1[CH:26]=[CH:25][CH:24]=[CH:23][CH:22]=1.[OH-].[K+], predict the reaction product. The product is: [CH2:1]([O:8][C:9]1[CH:10]=[C:11]2[C:15](=[CH:16][CH:17]=1)[N:14]([CH2:19][CH2:20][C:21]1[CH:26]=[CH:25][CH:24]=[CH:23][CH:22]=1)[CH:13]=[CH:12]2)[C:2]1[CH:3]=[CH:4][CH:5]=[CH:6][CH:7]=1. (2) Given the reactants CS(C[C:6]1[CH:7]=[C:8]([CH2:12][OH:13])[CH:9]=[CH:10][CH:11]=1)(=O)=O.[CH3:14][S:15](CC1C=C(C=CC=1)C(O)=O)(=[O:17])=[O:16].[H-].[Al+3].[Li+].[H-].[H-].[H-].[OH-].[Na+].O1CCC[CH2:37]1, predict the reaction product. The product is: [CH3:14][S:15]([C:6]1[C:7]([CH3:37])=[C:8]([CH2:12][OH:13])[CH:9]=[CH:10][CH:11]=1)(=[O:17])=[O:16]. (3) Given the reactants [CH3:1][C:2]1[CH:18]=[CH:17][CH:16]=[C:15]([CH3:19])[C:3]=1[CH2:4][O:5][C:6]1[CH:7]=[C:8]([CH2:12][C:13]#[N:14])[CH:9]=[CH:10][CH:11]=1.[N-:20]=[N+:21]=[N-:22].[Na+].[Cl-].[NH4+].C(OCC)(=O)C, predict the reaction product. The product is: [CH3:1][C:2]1[CH:18]=[CH:17][CH:16]=[C:15]([CH3:19])[C:3]=1[CH2:4][O:5][C:6]1[CH:7]=[C:8]([CH:9]=[CH:10][CH:11]=1)[CH2:12][C:13]1[NH:22][N:21]=[N:20][N:14]=1. (4) Given the reactants [C:1]([C:5]1[O:9][N:8]=[C:7]([C:10]2[CH:31]=[CH:30][C:13]3[C:14]4[CH:20]=[C:19]([S:21]([NH:24][CH2:25][C:26]([O:28]C)=[O:27])(=[O:23])=[O:22])[CH:18]=[CH:17][C:15]=4[O:16][C:12]=3[CH:11]=2)[N:6]=1)([CH3:4])([CH3:3])[CH3:2].[Li+].[OH-], predict the reaction product. The product is: [C:1]([C:5]1[O:9][N:8]=[C:7]([C:10]2[CH:31]=[CH:30][C:13]3[C:14]4[CH:20]=[C:19]([S:21]([NH:24][CH2:25][C:26]([OH:28])=[O:27])(=[O:22])=[O:23])[CH:18]=[CH:17][C:15]=4[O:16][C:12]=3[CH:11]=2)[N:6]=1)([CH3:4])([CH3:2])[CH3:3]. (5) Given the reactants Cl[C:2]1[CH:7]=[N:6][CH:5]=[C:4]([Cl:8])[N:3]=1.[N:9]1([C:15]([O:17][C:18]([CH3:21])([CH3:20])[CH3:19])=[O:16])[CH2:14][CH2:13][NH:12][CH2:11][CH2:10]1.C1(P(C2C=CC=CC=2)C2C3OC4C(=CC=CC=4P(C4C=CC=CC=4)C4C=CC=CC=4)C(C)(C)C=3C=CC=2)C=CC=CC=1.CC(C)([O-])C.[Na+], predict the reaction product. The product is: [Cl:8][C:4]1[N:3]=[C:2]([N:12]2[CH2:11][CH2:10][N:9]([C:15]([O:17][C:18]([CH3:21])([CH3:20])[CH3:19])=[O:16])[CH2:14][CH2:13]2)[CH:7]=[N:6][CH:5]=1. (6) Given the reactants [Cl:1][C:2]1[N:7]=[C:6](Cl)[CH:5]=[C:4]([C:9]2[CH:14]=[CH:13][CH:12]=[CH:11][C:10]=2[Cl:15])[N:3]=1.[CH:16]1([C:19]2[NH:23][N:22]=[C:21]([NH2:24])[CH:20]=2)[CH2:18][CH2:17]1, predict the reaction product. The product is: [Cl:1][C:2]1[N:7]=[C:6]([NH:24][C:21]2[CH:20]=[C:19]([CH:16]3[CH2:18][CH2:17]3)[NH:23][N:22]=2)[CH:5]=[C:4]([C:9]2[CH:14]=[CH:13][CH:12]=[CH:11][C:10]=2[Cl:15])[N:3]=1.